Dataset: Full USPTO retrosynthesis dataset with 1.9M reactions from patents (1976-2016). Task: Predict the reactants needed to synthesize the given product. (1) Given the product [ClH:1].[Cl:1][C:2]1[CH:3]=[C:4]2[C:8](=[CH:9][CH:10]=1)[N:7]([S:43]([C:40]1[CH:41]=[CH:42][C:37]([O:36][CH3:35])=[CH:38][C:39]=1[O:47][C:48]([F:49])([F:50])[F:51])(=[O:45])=[O:44])[C:6](=[O:11])[C:5]2([C:27]1[CH:32]=[CH:31][CH:30]=[CH:29][C:28]=1[O:33][CH3:34])[CH2:12][C:13](=[O:26])[N:14]1[CH2:19][CH2:18][N:17]([C:20]2[CH:21]=[CH:22][N:23]=[CH:24][CH:25]=2)[CH2:16][CH2:15]1, predict the reactants needed to synthesize it. The reactants are: [Cl:1][C:2]1[CH:3]=[C:4]2[C:8](=[CH:9][CH:10]=1)[NH:7][C:6](=[O:11])[C:5]2([C:27]1[CH:32]=[CH:31][CH:30]=[CH:29][C:28]=1[O:33][CH3:34])[CH2:12][C:13](=[O:26])[N:14]1[CH2:19][CH2:18][N:17]([C:20]2[CH:25]=[CH:24][N:23]=[CH:22][CH:21]=2)[CH2:16][CH2:15]1.[CH3:35][O:36][C:37]1[CH:42]=[CH:41][C:40]([S:43](Cl)(=[O:45])=[O:44])=[C:39]([O:47][C:48]([F:51])([F:50])[F:49])[CH:38]=1. (2) The reactants are: [CH2:1]([O:3][C:4](=[O:42])[CH:5]=[CH:6][C:7]1[CH:12]=[CH:11][C:10]([O:13][C:14]2[CH:19]=[C:18]([O:20][C:21]3[CH:26]=[CH:25][C:24]([C:27]([F:30])([F:29])[F:28])=[CH:23][C:22]=3[O:31][C:32]3[CH:37]=[CH:36][CH:35]=[CH:34][C:33]=3[CH3:38])[CH:17]=[C:16]([CH3:39])[CH:15]=2)=[CH:9][C:8]=1[CH2:40][CH3:41])[CH3:2]. Given the product [CH2:1]([O:3][C:4](=[O:42])[CH2:5][CH2:6][C:7]1[CH:12]=[CH:11][C:10]([O:13][C:14]2[CH:19]=[C:18]([O:20][C:21]3[CH:26]=[CH:25][C:24]([C:27]([F:29])([F:30])[F:28])=[CH:23][C:22]=3[O:31][C:32]3[CH:37]=[CH:36][CH:35]=[CH:34][C:33]=3[CH3:38])[CH:17]=[C:16]([CH3:39])[CH:15]=2)=[CH:9][C:8]=1[CH2:40][CH3:41])[CH3:2], predict the reactants needed to synthesize it.